This data is from NCI-60 drug combinations with 297,098 pairs across 59 cell lines. The task is: Regression. Given two drug SMILES strings and cell line genomic features, predict the synergy score measuring deviation from expected non-interaction effect. (1) Drug 1: CN(C)N=NC1=C(NC=N1)C(=O)N. Drug 2: C1=C(C(=O)NC(=O)N1)N(CCCl)CCCl. Cell line: MOLT-4. Synergy scores: CSS=35.1, Synergy_ZIP=-3.63, Synergy_Bliss=-7.44, Synergy_Loewe=-9.78, Synergy_HSA=-4.86. (2) Drug 2: CC1CCC2CC(C(=CC=CC=CC(CC(C(=O)C(C(C(=CC(C(=O)CC(OC(=O)C3CCCCN3C(=O)C(=O)C1(O2)O)C(C)CC4CCC(C(C4)OC)OCCO)C)C)O)OC)C)C)C)OC. Drug 1: COC1=NC(=NC2=C1N=CN2C3C(C(C(O3)CO)O)O)N. Synergy scores: CSS=13.0, Synergy_ZIP=-3.80, Synergy_Bliss=5.46, Synergy_Loewe=6.58, Synergy_HSA=6.69. Cell line: RPMI-8226.